From a dataset of Reaction yield outcomes from USPTO patents with 853,638 reactions. Predict the reaction yield, written as a fraction of the theoretical maximum amount of product (1.0 means a 100% yield; for example, 0.34 means a 34% yield). (1) The reactants are [I:1][C:2]1[CH:7]=[CH:6][N:5]=[C:4]2[NH:8][N:9]=[C:10]([CH:11]([CH3:13])[CH3:12])[C:3]=12.C(=O)([O-])[O-].[Cs+].[Cs+].F[C:21]1[CH:28]=[CH:27][C:24]([C:25]#[N:26])=[CH:23][C:22]=1[CH:29]=[O:30].C(Cl)(Cl)Cl. The catalyst is C(#N)C.O. The product is [CH:29]([C:22]1[CH:23]=[C:24]([CH:27]=[CH:28][C:21]=1[N:8]1[C:4]2=[N:5][CH:6]=[CH:7][C:2]([I:1])=[C:3]2[C:10]([CH:11]([CH3:13])[CH3:12])=[N:9]1)[C:25]#[N:26])=[O:30]. The yield is 0.670. (2) The reactants are Cl[C:2]1[N:7]=[C:6]([N:8]([CH2:10][CH2:11][CH2:12][C:13]2[CH:18]=[CH:17][C:16]([Cl:19])=[CH:15][CH:14]=2)[CH3:9])[N:5]=[C:4]([NH:20][CH2:21][CH2:22][C:23]2[CH:28]=[CH:27][C:26]([O:29]C)=[CH:25][CH:24]=2)[N:3]=1.[CH2:31]([N:40]1[CH2:45][CH2:44][NH:43][CH2:42][CH2:41]1)[CH:32]=[CH:33][C:34]1[CH:39]=[CH:38][CH:37]=[CH:36][CH:35]=1.B(Br)(Br)Br.C([O-])(O)=O.[Na+]. The catalyst is C(Cl)Cl. The product is [Cl:19][C:16]1[CH:17]=[CH:18][C:13]([CH2:12][CH2:11][CH2:10][N:8]([CH3:9])[C:6]2[N:7]=[C:2]([N:43]3[CH2:44][CH2:45][N:40]([CH2:31]/[CH:32]=[CH:33]/[C:34]4[CH:39]=[CH:38][CH:37]=[CH:36][CH:35]=4)[CH2:41][CH2:42]3)[N:3]=[C:4]([NH:20][CH2:21][CH2:22][C:23]3[CH:24]=[CH:25][C:26]([OH:29])=[CH:27][CH:28]=3)[N:5]=2)=[CH:14][CH:15]=1. The yield is 0.480. (3) The reactants are [CH2:1]([N:8]1[CH2:12][CH2:11][N:10]([C:13]([O:15]C(C)(C)C)=O)[CH2:9]1)[C:2]1[CH:7]=[CH:6][CH:5]=[CH:4][CH:3]=1.[Cl:20][C:21]1[CH:22]=[C:23]2[C:27](=[CH:28][CH:29]=1)[NH:26][CH:25]=[C:24]2[CH2:30][CH2:31]C(O)=O.CN(C(ON1N=NC2C=CC=NC1=2)=[N+](C)C)C.F[P-](F)(F)(F)(F)F.C(N(CC)C(C)C)(C)C. The catalyst is FC(F)(F)C(O)=O.ClCCl.CN(C=O)C. The product is [CH2:1]([N:8]1[CH2:12][CH2:11][N:10]([C:13](=[O:15])[CH2:31][CH2:30][C:24]2[C:23]3[C:27](=[CH:28][CH:29]=[C:21]([Cl:20])[CH:22]=3)[NH:26][CH:25]=2)[CH2:9]1)[C:2]1[CH:3]=[CH:4][CH:5]=[CH:6][CH:7]=1. The yield is 0.0700.